Dataset: Experimentally validated miRNA-target interactions with 360,000+ pairs, plus equal number of negative samples. Task: Binary Classification. Given a miRNA mature sequence and a target amino acid sequence, predict their likelihood of interaction. (1) The miRNA is hsa-miR-944 with sequence AAAUUAUUGUACAUCGGAUGAG. The protein sequence of the target gene is MTECFLPPSSSPSEHRRAEHGSGLTRTPSSEEISPTKFPGLYRTGEPSPPHDVLHEPPDTVSDDDKDHGKKKGKFKKKEKRTEGYAAFQEDSSGDEAESPSKVKRSKGIHVFKKPSFSKKKEKDFKIKEKPKEEKHKEEKHKEEKHKEKKSKDLTAADVVKQWKEKKKKKKPIQEPEVPQMDAPSVKPIFGVPLVDAVERTMMYDGVRLPAVFRECVDYMEKHGMKCEGVYRVSGIKSKVDELKAAYDREESPNLEEYEPNTVASLLKQYLRDLPENLLTKELMPRFEEACGKTTEMEKV.... Result: 0 (no interaction). (2) The miRNA is hsa-miR-4745-3p with sequence UGGCCCGGCGACGUCUCACGGUC. The protein sequence of the target gene is MSVPVVYDKRRNLDCREEKEESNLAFVSQDEQDSSSFTILYEEPLQEEDRYTSAELRGSQSLLFPDTSSMPGLACERSESRTDLVHHFEKEGKLGEAFDGDNSEMFLSVEAKRYKIYPLALSPIYEDDSSQEDVLSSEVSPGHHGSSKSRESANQPSSVLSLLQSVSERLQRNFDGDDRQEAEEEEEEAVASGKDWRTEKREHVTFHLPDPSIPFYPEDNQEHAGIFKSYVEFSEPTTSSLQHGRWSEKELFLQKSDMTSKLHSSLKSAYHQYLQTSRTHSSETGTRFGGTLQEPVSKYF.... Result: 0 (no interaction). (3) The miRNA is hsa-miR-195-5p with sequence UAGCAGCACAGAAAUAUUGGC. The protein sequence of the target gene is MAQSSPQLDIQVLHDLRQRFPEIPEGVVSQCMLQNNNNLEACCRALSQESSKYLYMEYHSPDDNRMNRNRLLHINLGIHSPSSYHPGDGAQLNGGRTLVHSSSDGHIDPQHAAGKQLICLVQEPHSAPAVVAATPNYNPFFMNEQNRSAATPPSQPPQQPSSMQTGMNPSAMQGPSPPPPPPSYMHIPRYSTNPITVTVSQNLPSGQTVPRALQILPQIPSNLYGSPGSIYIRQTSQSSSGRQTPQSTPWQSSPQGPVPHYSQRPLPVYPHQQNYQPSQYSPKQQQIPQSAYHSPPPSQC.... Result: 1 (interaction).